Dataset: NCI-60 drug combinations with 297,098 pairs across 59 cell lines. Task: Regression. Given two drug SMILES strings and cell line genomic features, predict the synergy score measuring deviation from expected non-interaction effect. (1) Drug 1: CN1C(=O)N2C=NC(=C2N=N1)C(=O)N. Drug 2: CC1CCC2CC(C(=CC=CC=CC(CC(C(=O)C(C(C(=CC(C(=O)CC(OC(=O)C3CCCCN3C(=O)C(=O)C1(O2)O)C(C)CC4CCC(C(C4)OC)O)C)C)O)OC)C)C)C)OC. Cell line: COLO 205. Synergy scores: CSS=1.63, Synergy_ZIP=-0.0486, Synergy_Bliss=1.21, Synergy_Loewe=-6.15, Synergy_HSA=-0.0556. (2) Drug 1: CC(CN1CC(=O)NC(=O)C1)N2CC(=O)NC(=O)C2. Drug 2: CN(CCCl)CCCl.Cl. Cell line: SK-OV-3. Synergy scores: CSS=11.6, Synergy_ZIP=-2.54, Synergy_Bliss=4.26, Synergy_Loewe=3.69, Synergy_HSA=3.54. (3) Drug 1: C1=C(C(=O)NC(=O)N1)F. Drug 2: CC1=C(C(=CC=C1)Cl)NC(=O)C2=CN=C(S2)NC3=CC(=NC(=N3)C)N4CCN(CC4)CCO. Cell line: DU-145. Synergy scores: CSS=27.2, Synergy_ZIP=-1.58, Synergy_Bliss=-1.28, Synergy_Loewe=-0.368, Synergy_HSA=0.335.